This data is from Reaction yield outcomes from USPTO patents with 853,638 reactions. The task is: Predict the reaction yield, written as a fraction of the theoretical maximum amount of product (1.0 means a 100% yield; for example, 0.34 means a 34% yield). (1) The reactants are [Br:1][C:2]1[CH:7]=[CH:6][C:5](CCN)=[C:4]([C:11]([CH3:14])([CH3:13])[CH3:12])[CH:3]=1.[CH2:15]([N:17](CC)[CH2:18][CH3:19])[CH3:16].C(Cl)(=[O:24])C.O. The catalyst is ClCCl.CN(C)C1C=CN=CC=1. The product is [Br:1][C:2]1[CH:7]=[CH:6][C:5]([N:17]([CH2:18][CH3:19])[C:15](=[O:24])[CH3:16])=[C:4]([C:11]([CH3:12])([CH3:13])[CH3:14])[CH:3]=1. The yield is 0.860. (2) The reactants are [CH:1]([C:4]1[CH:18]=[C:17]([O:19][CH3:20])[CH:16]=[CH:15][C:5]=1[O:6][C:7]1[C:8]([NH2:14])=[N:9][C:10]([NH2:13])=[N:11][CH:12]=1)([CH3:3])[CH3:2].[I:21]Cl.O.C([O-])(O)=O.[Na+]. The catalyst is C(O)(=O)C. The product is [I:21][C:16]1[C:17]([O:19][CH3:20])=[CH:18][C:4]([CH:1]([CH3:3])[CH3:2])=[C:5]([CH:15]=1)[O:6][C:7]1[C:8]([NH2:14])=[N:9][C:10]([NH2:13])=[N:11][CH:12]=1. The yield is 0.920. (3) The reactants are [NH2:1][C:2]1[O:6][N:5]=[C:4]([CH2:7][CH2:8][CH3:9])[C:3]=1[CH3:10].C(C1C(C)=C(N[C:20](=[O:28])[O:21][C:22]2[CH:27]=[CH:26][CH:25]=[CH:24][CH:23]=2)ON=1)C. No catalyst specified. The product is [CH2:7]([C:4]1[C:3]([CH3:10])=[C:2]([NH:1][C:20](=[O:28])[O:21][C:22]2[CH:27]=[CH:26][CH:25]=[CH:24][CH:23]=2)[O:6][N:5]=1)[CH2:8][CH3:9]. The yield is 0.200. (4) The reactants are [CH:1]1([CH2:4][N:5]2[C:10](=[O:11])[C:9]([CH2:12][CH2:13][CH2:14]OS(C)(=O)=O)=[CH:8][C:7]([C:20]3[CH:25]=[CH:24][C:23]([O:26][CH3:27])=[C:22]([F:28])[CH:21]=3)=[N:6]2)[CH2:3][CH2:2]1.[N:29]1([C:35]([O:37][C:38]([CH3:41])([CH3:40])[CH3:39])=[O:36])[CH2:34][CH2:33][NH:32][CH2:31][CH2:30]1. No catalyst specified. The product is [CH:1]1([CH2:4][N:5]2[C:10](=[O:11])[C:9]([CH2:12][CH2:13][CH2:14][N:32]3[CH2:33][CH2:34][N:29]([C:35]([O:37][C:38]([CH3:41])([CH3:40])[CH3:39])=[O:36])[CH2:30][CH2:31]3)=[CH:8][C:7]([C:20]3[CH:25]=[CH:24][C:23]([O:26][CH3:27])=[C:22]([F:28])[CH:21]=3)=[N:6]2)[CH2:3][CH2:2]1. The yield is 0.769. (5) The reactants are C1COCC1.O.[C:7]([C:11]1[CH:16]=[C:15]([C:17]([CH3:20])([CH3:19])[CH3:18])[C:14](=[O:21])[C:13](=[O:22])[C:12]=1[N+:23]([O-:25])=[O:24])([CH3:10])([CH3:9])[CH3:8].[O-]S(S([O-])=O)=O.[Na+].[Na+]. The product is [C:7]([C:11]1[C:12]([N+:23]([O-:25])=[O:24])=[C:13]([OH:22])[C:14]([OH:21])=[C:15]([C:17]([CH3:18])([CH3:19])[CH3:20])[CH:16]=1)([CH3:8])([CH3:9])[CH3:10]. The catalyst is CCOC(C)=O. The yield is 0.740.